From a dataset of Forward reaction prediction with 1.9M reactions from USPTO patents (1976-2016). Predict the product of the given reaction. Given the reactants [CH:1]12[NH:8][CH:5]([CH2:6][CH2:7]1)[CH2:4][CH:3]([O:9][CH2:10][C:11]1[C:12]([C:19]3[CH:24]=[CH:23][CH:22]=[CH:21][C:20]=3[O:25][C:26]([F:29])([F:28])[F:27])=[N:13][O:14][C:15]=1[CH:16]1[CH2:18][CH2:17]1)[CH2:2]2.C[C:31](N(C)C)=[O:32].Cl[C:37]1[CH:46]=[C:45]([CH3:47])[C:40](C(OC)=O)=[CH:39][N:38]=1.[C:48](=O)([O-])[O-:49].[Cs+].[Cs+], predict the reaction product. The product is: [CH:16]1([C:15]2[O:14][N:13]=[C:12]([C:19]3[CH:24]=[CH:23][CH:22]=[CH:21][C:20]=3[O:25][C:26]([F:28])([F:27])[F:29])[C:11]=2[CH2:10][O:9][CH:3]2[CH2:2][CH:1]3[N:8]([C:39]4[CH:40]=[C:45]([CH3:47])[CH:46]=[C:37]([C:48]([O:32][CH3:31])=[O:49])[N:38]=4)[CH:5]([CH2:6][CH2:7]3)[CH2:4]2)[CH2:17][CH2:18]1.